From a dataset of Forward reaction prediction with 1.9M reactions from USPTO patents (1976-2016). Predict the product of the given reaction. (1) Given the reactants [C:1]([C:4]1[C:5]([O:27][CH3:28])=[C:6]([C:12]2[CH:17]=[CH:16][C:15]([C:18]([N:20]3[CH2:23][CH:22]([C:24]#[N:25])[CH2:21]3)=[O:19])=[C:14]([F:26])[CH:13]=2)[C:7]([CH3:11])=[C:8]([Cl:10])[CH:9]=1)(=O)[CH3:2].C([O-])(=O)C.[NH4+].C([BH3-])#[N:35].[Na+], predict the reaction product. The product is: [NH2:35][CH:1]([C:4]1[C:5]([O:27][CH3:28])=[C:6]([C:12]2[CH:17]=[CH:16][C:15]([C:18]([N:20]3[CH2:23][CH:22]([C:24]#[N:25])[CH2:21]3)=[O:19])=[C:14]([F:26])[CH:13]=2)[C:7]([CH3:11])=[C:8]([Cl:10])[CH:9]=1)[CH3:2]. (2) Given the reactants Br[CH2:2][CH2:3][CH2:4][CH2:5][CH2:6][C:7]1[C:13]2[CH:14]=[CH:15][C:16]([OH:18])=[CH:17][C:12]=2[CH2:11][CH2:10][CH2:9][C:8]=1[C:19]1[CH:24]=[CH:23][C:22]([OH:25])=[C:21]([F:26])[CH:20]=1.[CH3:27][NH:28][CH2:29][CH2:30][CH2:31][S:32]([CH2:35][CH2:36][CH2:37][C:38]([F:44])([F:43])[C:39]([F:42])([F:41])[F:40])(=[O:34])=[O:33], predict the reaction product. The product is: [F:26][C:21]1[CH:20]=[C:19]([C:8]2[CH2:9][CH2:10][CH2:11][C:12]3[CH:17]=[C:16]([OH:18])[CH:15]=[CH:14][C:13]=3[C:7]=2[CH2:6][CH2:5][CH2:4][CH2:3][CH2:2][N:28]([CH3:27])[CH2:29][CH2:30][CH2:31][S:32]([CH2:35][CH2:36][CH2:37][C:38]([F:44])([F:43])[C:39]([F:40])([F:41])[F:42])(=[O:33])=[O:34])[CH:24]=[CH:23][C:22]=1[OH:25]. (3) Given the reactants [N+:1]([C:4]1[CH:5]=[C:6]2[C:10](=[CH:11][CH:12]=1)[NH:9][C:8]([C:13]([OH:15])=[O:14])=[CH:7]2)([O-:3])=[O:2].FC(F)(F)C(O[C:21]1[C:26]([F:27])=[C:25]([F:28])[C:24]([F:29])=[C:23]([F:30])[C:22]=1[F:31])=O, predict the reaction product. The product is: [F:27][C:26]1[C:21]([O:14][C:13]([C:8]2[NH:9][C:10]3[C:6]([CH:7]=2)=[CH:5][C:4]([N+:1]([O-:3])=[O:2])=[CH:12][CH:11]=3)=[O:15])=[C:22]([F:31])[C:23]([F:30])=[C:24]([F:29])[C:25]=1[F:28]. (4) The product is: [Cl:19][C:20]1[CH:25]=[C:24]([C:26]2[C:31]([CH3:32])=[N:30][CH:29]=[CH:28][N:27]=2)[CH:23]=[CH:22][C:21]=1[C:33]1[C:34](=[O:35])[N:9]([CH2:10][C:11]2[CH:12]=[N:13][CH:14]=[CH:15][CH:16]=2)[C:7]2[N:8]=[C:3]([S:2][CH3:1])[N:4]=[CH:5][C:6]=2[CH:17]=1. Given the reactants [CH3:1][S:2][C:3]1[N:8]=[C:7]([NH:9][CH2:10][C:11]2[CH:12]=[N:13][CH:14]=[CH:15][CH:16]=2)[C:6]([CH:17]=O)=[CH:5][N:4]=1.[Cl:19][C:20]1[CH:25]=[C:24]([C:26]2[C:31]([CH3:32])=[N:30][CH:29]=[CH:28][N:27]=2)[CH:23]=[CH:22][C:21]=1[CH2:33][C:34](OC)=[O:35].C([O-])([O-])=O.[K+].[K+], predict the reaction product. (5) Given the reactants [NH2:1][C:2]1[CH:7]=[C:6]([CH3:8])[C:5]([CH3:9])=[CH:4][C:3]=1[C:10]([C:12]1[CH:17]=[CH:16][CH:15]=[CH:14][C:13]=1[Cl:18])=O.[NH2:19][C:20]1[C:21]([CH3:29])=[N:22][N:23]([CH2:26][CH:27]=[CH2:28])[C:24]=1Cl.O.C1(C)C=CC(S(O)(=O)=O)=CC=1, predict the reaction product. The product is: [Cl:18][C:13]1[CH:14]=[CH:15][CH:16]=[CH:17][C:12]=1[C:10]1[C:3]2[CH:4]=[C:5]([CH3:9])[C:6]([CH3:8])=[CH:7][C:2]=2[N:1]=[C:24]2[N:23]([CH2:26][CH:27]=[CH2:28])[NH:22][C:21]([CH3:29])=[C:20]2[N:19]=1. (6) Given the reactants Cl[C:2]1[CH:7]=[CH:6][N:5]=[C:4]2[CH:8]=[C:9]([C:11]3[CH:16]=[CH:15][C:14]([O:17][CH3:18])=[CH:13][CH:12]=3)[O:10][C:3]=12.[CH3:19][C:20]1[C:28]([NH2:29])=[CH:27][CH:26]=[C:25]2[C:21]=1[CH:22]=[CH:23][NH:24]2, predict the reaction product. The product is: [CH3:18][O:17][C:14]1[CH:15]=[CH:16][C:11]([C:9]2[O:10][C:3]3[C:4](=[N:5][CH:6]=[CH:7][C:2]=3[NH:29][C:28]3[C:20]([CH3:19])=[C:21]4[C:25](=[CH:26][CH:27]=3)[NH:24][CH:23]=[CH:22]4)[CH:8]=2)=[CH:12][CH:13]=1.